This data is from Catalyst prediction with 721,799 reactions and 888 catalyst types from USPTO. The task is: Predict which catalyst facilitates the given reaction. (1) Reactant: C([O:3][C:4](=[O:23])[C:5]([O:15][C:16]1[CH:21]=[CH:20][C:19]([CH3:22])=[CH:18][CH:17]=1)([CH3:14])[CH2:6][C:7]1[CH:12]=[CH:11][C:10]([OH:13])=[CH:9][CH:8]=1)C.[CH3:24][C:25]1[O:29][C:28]([C:30]2[CH:35]=[CH:34][C:33]([C:36]3[S:37][CH:38]=[CH:39][CH:40]=3)=[CH:32][CH:31]=2)=[N:27][C:26]=1[CH2:41][CH2:42]OS(C1C=CC(C)=CC=1)(=O)=O.C([O-])([O-])=O.[K+].[K+].[OH-].[Na+]. Product: [CH3:14][C:5]([O:15][C:16]1[CH:21]=[CH:20][C:19]([CH3:22])=[CH:18][CH:17]=1)([CH2:6][C:7]1[CH:8]=[CH:9][C:10]([O:13][CH2:42][CH2:41][C:26]2[N:27]=[C:28]([C:30]3[CH:35]=[CH:34][C:33]([C:36]4[S:37][CH:38]=[CH:39][CH:40]=4)=[CH:32][CH:31]=3)[O:29][C:25]=2[CH3:24])=[CH:11][CH:12]=1)[C:4]([OH:3])=[O:23]. The catalyst class is: 8. (2) Reactant: Cl.[Cl:2][C:3]1[C:4]([CH2:9][NH2:10])=[N:5][CH:6]=[CH:7][N:8]=1.Cl.CN(C)CCCN=C=NCC.C(N(CC)C(C)C)(C)C.ON1C2C=CC=CC=2N=N1.[CH2:42]([O:49][C:50]([NH:52][CH2:53][C@H:54]1[CH2:59][CH2:58][C@H:57]([C:60](O)=[O:61])[CH2:56][CH2:55]1)=[O:51])[C:43]1[CH:48]=[CH:47][CH:46]=[CH:45][CH:44]=1. Product: [CH2:42]([O:49][C:50](=[O:51])[NH:52][CH2:53][C@H:54]1[CH2:59][CH2:58][C@H:57]([C:60](=[O:61])[NH:10][CH2:9][C:4]2[C:3]([Cl:2])=[N:8][CH:7]=[CH:6][N:5]=2)[CH2:56][CH2:55]1)[C:43]1[CH:48]=[CH:47][CH:46]=[CH:45][CH:44]=1. The catalyst class is: 2. (3) Reactant: Br[C:2]1[CH:3]=[CH:4][C:5]2[N:9]=[C:8]([O:10][CH:11]3[CH2:14][O:13][CH2:12]3)[N:7]([C:15]3[CH:20]=[CH:19][N:18]=[C:17]([NH2:21])[N:16]=3)[C:6]=2[CH:22]=1.[I:23]C1C=CC2N=C(C(Cl)(Cl)Cl)N(C3C=CN=C(N)N=3)C=2C=1. Product: [I:23][C:2]1[CH:3]=[CH:4][C:5]2[N:9]=[C:8]([O:10][CH2:11][CH2:12][O:13][CH3:14])[N:7]([C:15]3[CH:20]=[CH:19][N:18]=[C:17]([NH2:21])[N:16]=3)[C:6]=2[CH:22]=1. The catalyst class is: 141. (4) Reactant: [C:1]([C:3]1[CH:4]=[C:5]2[N:11]=[C:10]([C:12]([C:14]3[C:22]([CH2:23][CH3:24])=[CH:21][C:20]([CH3:25])=[C:19]4[C:15]=3[CH:16]=[CH:17][N:18]4[C:26]([O:28][C:29]([CH3:32])([CH3:31])[CH3:30])=[O:27])=[O:13])[N:9]([CH2:33][O:34][CH2:35][CH2:36][Si:37]([CH3:40])([CH3:39])[CH3:38])[C:6]2=[N:7][CH:8]=1)#[N:2].[F-].[Cs+].C[Si](C)(C)[C:45]([F:48])([F:47])[F:46].CCCC[N+](CCCC)(CCCC)CCCC.[F-]. Product: [C:1]([C:3]1[CH:4]=[C:5]2[N:11]=[C:10]([C:12]([C:14]3[C:22]([CH2:23][CH3:24])=[CH:21][C:20]([CH3:25])=[C:19]4[C:15]=3[CH:16]=[CH:17][N:18]4[C:26]([O:28][C:29]([CH3:30])([CH3:31])[CH3:32])=[O:27])([OH:13])[C:45]([F:48])([F:47])[F:46])[N:9]([CH2:33][O:34][CH2:35][CH2:36][Si:37]([CH3:40])([CH3:39])[CH3:38])[C:6]2=[N:7][CH:8]=1)#[N:2]. The catalyst class is: 220. (5) Reactant: [F:1][CH:2]([F:30])[O:3][C:4]1[CH:5]=[C:6]([NH:10][C:11]2[C:20]3[C:15](=[CH:16][CH:17]=[C:18]([N+:21]([O-])=O)[CH:19]=3)[N:14]=[C:13]([C:24]3[CH:29]=[N:28][CH:27]=[CH:26][N:25]=3)[N:12]=2)[CH:7]=[CH:8][CH:9]=1.[NH4+].[Cl-]. Product: [F:30][CH:2]([F:1])[O:3][C:4]1[CH:5]=[C:6]([NH:10][C:11]2[C:20]3[C:15](=[CH:16][CH:17]=[C:18]([NH2:21])[CH:19]=3)[N:14]=[C:13]([C:24]3[CH:29]=[N:28][CH:27]=[CH:26][N:25]=3)[N:12]=2)[CH:7]=[CH:8][CH:9]=1. The catalyst class is: 406. (6) Reactant: CS(O[N:6]=[C:7](Cl)[C@H:8]1[CH2:12][O:11][C:10]2([CH2:17][CH2:16][CH2:15][CH2:14][CH2:13]2)[O:9]1)(=O)=O.[S-:19][C:20]#[N:21].[Na+].N1C=CC=CC=1.[N:29]1[CH:34]=[CH:33][CH:32]=[CH:31][C:30]=1[S:35][C:36]1[CH:37]=[C:38]([O:43][C:44]2[C:45]([CH3:51])=[N:46][N:47]([CH3:50])[C:48]=2[CH3:49])[C:39]([NH2:42])=[N:40][CH:41]=1. Product: [N:29]1[CH:34]=[CH:33][CH:32]=[CH:31][C:30]=1[S:35][C:36]1[CH:37]=[C:38]([O:43][C:44]2[C:45]([CH3:51])=[N:46][N:47]([CH3:50])[C:48]=2[CH3:49])[C:39]([NH:42][C:20]2[S:19][N:6]=[C:7]([C@H:8]3[CH2:12][O:11][C:10]4([CH2:13][CH2:14][CH2:15][CH2:16][CH2:17]4)[O:9]3)[N:21]=2)=[N:40][CH:41]=1. The catalyst class is: 192. (7) Reactant: [CH3:1][C:2]1[CH:7]=[CH:6][C:5]([S:8]([CH3:11])(=[O:10])=[O:9])=[CH:4][C:3]=1[C:12]1[C:13]2[CH:20]=[C:19]([CH2:21][O:22][C:23]3[CH:28]=[CH:27][C:26]([C@@H:29]([C:36]#[C:37][CH3:38])[CH2:30][C:31]([O:33]CC)=[O:32])=[CH:25][CH:24]=3)[CH:18]=[CH:17][C:14]=2[S:15][CH:16]=1.[Li+].[OH-].Cl. Product: [CH3:1][C:2]1[CH:7]=[CH:6][C:5]([S:8]([CH3:11])(=[O:9])=[O:10])=[CH:4][C:3]=1[C:12]1[C:13]2[CH:20]=[C:19]([CH2:21][O:22][C:23]3[CH:24]=[CH:25][C:26]([C@@H:29]([C:36]#[C:37][CH3:38])[CH2:30][C:31]([OH:33])=[O:32])=[CH:27][CH:28]=3)[CH:18]=[CH:17][C:14]=2[S:15][CH:16]=1. The catalyst class is: 14.